From a dataset of Reaction yield outcomes from USPTO patents with 853,638 reactions. Predict the reaction yield, written as a fraction of the theoretical maximum amount of product (1.0 means a 100% yield; for example, 0.34 means a 34% yield). (1) The reactants are C(OC([N:8]1[CH2:12][CH2:11][CH2:10][CH:9]1[CH2:13][O:14][C:15]1[CH:20]=[CH:19][C:18]([O:21][C:22]2[CH:27]=[CH:26][C:25]([C:28]#[N:29])=[CH:24][CH:23]=2)=[CH:17][CH:16]=1)=O)(C)(C)C.[ClH:30]. The catalyst is O1CCOCC1. The product is [ClH:30].[NH:8]1[CH2:12][CH2:11][CH2:10][C@@H:9]1[CH2:13][O:14][C:15]1[CH:20]=[CH:19][C:18]([O:21][C:22]2[CH:27]=[CH:26][C:25]([C:28]#[N:29])=[CH:24][CH:23]=2)=[CH:17][CH:16]=1. The yield is 0.850. (2) The reactants are [I-].[Cl:2][C:3]1[CH:8]=[CH:7][C:6]([C:9]2([CH2:12][N+:13]3([CH2:18][CH3:19])[CH2:17][CH2:16][CH2:15][CH2:14]3)[CH2:11][CH2:10]2)=[CH:5][CH:4]=1.[OH2:20]. No catalyst specified. The product is [OH-:20].[Cl:2][C:3]1[CH:8]=[CH:7][C:6]([C:9]2([CH2:12][N+:13]3([CH2:18][CH3:19])[CH2:17][CH2:16][CH2:15][CH2:14]3)[CH2:10][CH2:11]2)=[CH:5][CH:4]=1. The yield is 0.960. (3) The reactants are [CH3:1][O:2][C:3]1[C:4]([N+:17]([O-])=O)=[CH:5][C:6]2[C:12]([CH3:14])([CH3:13])[CH2:11][CH2:10][C:9](=[O:15])[NH:8][C:7]=2[CH:16]=1. The catalyst is CO.[Pd]. The product is [NH2:17][C:4]1[C:3]([O:2][CH3:1])=[CH:16][C:7]2[NH:8][C:9](=[O:15])[CH2:10][CH2:11][C:12]([CH3:14])([CH3:13])[C:6]=2[CH:5]=1. The yield is 0.860.